From a dataset of Full USPTO retrosynthesis dataset with 1.9M reactions from patents (1976-2016). Predict the reactants needed to synthesize the given product. (1) Given the product [O:27]=[C:21]1[N:22]([C:2]2[C:12]3[O:11][CH2:10][CH2:9][N:8]([C:13]([O:15][C:16]([CH3:19])([CH3:18])[CH3:17])=[O:14])[CH2:7][C:6]=3[CH:5]=[CH:4][CH:3]=2)[CH2:23][CH2:24][O:20]1, predict the reactants needed to synthesize it. The reactants are: Br[C:2]1[C:12]2[O:11][CH2:10][CH2:9][N:8]([C:13]([O:15][C:16]([CH3:19])([CH3:18])[CH3:17])=[O:14])[CH2:7][C:6]=2[CH:5]=[CH:4][CH:3]=1.[O:20]1[CH2:24][C:23](=O)[N:22]=[C-:21]1.P([O-])([O-])([O-])=[O:27].[K+].[K+].[K+].[C@@H]1(N)CCCC[C@H]1N. (2) Given the product [C:1]([O:5][C:6]([NH:8][C:9]1[S:10][C:11]([S:14][CH2:15][CH2:16][C:17]([OH:19])=[O:18])=[CH:12][N:13]=1)=[O:7])([CH3:4])([CH3:2])[CH3:3], predict the reactants needed to synthesize it. The reactants are: [C:1]([O:5][C:6]([NH:8][C:9]1[S:10][C:11]([S:14][CH2:15][CH2:16][C:17]([O:19]C)=[O:18])=[CH:12][N:13]=1)=[O:7])([CH3:4])([CH3:3])[CH3:2].[Li+].[OH-]. (3) Given the product [C:4]1([C:8]2[N:9]=[C:10]([CH2:13][N:14]3[CH:18]=[C:17]([C:19]([O:21][CH2:22][CH3:23])=[O:20])[CH:16]=[N:15]3)[S:11][CH:12]=2)[CH:5]=[CH:6][CH:7]=[CH:2][CH:3]=1, predict the reactants needed to synthesize it. The reactants are: Br[C:2]1[CH:3]=[C:4]([C:8]2[N:9]=[C:10]([CH2:13][N:14]3[CH:18]=[C:17]([C:19]([O:21][CH2:22][CH3:23])=[O:20])[CH:16]=[N:15]3)[S:11][CH:12]=2)[CH:5]=[CH:6][CH:7]=1.C1(/C=C/B(O)O)C=CC=CC=1.C(=O)([O-])[O-].[K+].[K+].C(COC)OC. (4) Given the product [N+:9]([C:12]1[CH:20]=[CH:19][CH:18]=[CH:17][C:13]=1[C:14]([NH:6][C:5]1[CH:7]=[CH:8][C:2]([Br:1])=[CH:3][CH:4]=1)=[O:15])([O-:11])=[O:10], predict the reactants needed to synthesize it. The reactants are: [Br:1][C:2]1[CH:8]=[CH:7][C:5]([NH2:6])=[CH:4][CH:3]=1.[N+:9]([C:12]1[CH:20]=[CH:19][CH:18]=[CH:17][C:13]=1[C:14](Cl)=[O:15])([O-:11])=[O:10].